From a dataset of Forward reaction prediction with 1.9M reactions from USPTO patents (1976-2016). Predict the product of the given reaction. (1) Given the reactants CC(C)([O-:4])C.[K+].[C:7]([C:10]1[CH:15]=[CH:14][CH:13]=[CH:12][CH:11]=1)(=O)[CH3:8].[H][H], predict the reaction product. The product is: [CH:13]1[CH:12]=[CH:11][C:10]([CH2:7][CH2:8][OH:4])=[CH:15][CH:14]=1. (2) Given the reactants [C:1]([O:5][C:6]([NH:8][C@@H:9]([C:19]([OH:21])=[O:20])[CH2:10][O:11][CH2:12][C:13]1[CH:18]=[CH:17][CH:16]=[CH:15][CH:14]=1)=[O:7])([CH3:4])([CH3:3])[CH3:2].[C:22](=O)(O)[O-].[Na+].CI, predict the reaction product. The product is: [CH3:22][O:20][C:19](=[O:21])[C@@H:9]([CH2:10][O:11][CH2:12][C:13]1[CH:14]=[CH:15][CH:16]=[CH:17][CH:18]=1)[NH:8][C:6]([O:5][C:1]([CH3:4])([CH3:2])[CH3:3])=[O:7]. (3) Given the reactants [C:1]1([C@H:7]2[C@@H:11]([C:12]3[CH:17]=[CH:16][CH:15]=[CH:14][CH:13]=3)[O:10][C:9](=[O:18])[NH:8]2)[CH:6]=[CH:5][CH:4]=[CH:3][CH:2]=1.[Li]CCCC.[C:24](Cl)(=[O:29])[CH2:25][CH2:26][CH:27]=[CH2:28], predict the reaction product. The product is: [C:24]([N:8]1[C@@H:7]([C:1]2[CH:2]=[CH:3][CH:4]=[CH:5][CH:6]=2)[C@@H:11]([C:12]2[CH:13]=[CH:14][CH:15]=[CH:16][CH:17]=2)[O:10][C:9]1=[O:18])(=[O:29])[CH2:25][CH2:26][CH:27]=[CH2:28]. (4) Given the reactants [NH2:1][C:2]1[C:7]([C@H:8]2[CH2:13][CH2:12][CH2:11][CH2:10][C@@H:9]2[O:14][C:15]2[C:20]([F:21])=[CH:19][C:18]([S:22]([N:25](CC3C=CC(OC)=CC=3OC)[C:26]3[CH:31]=[CH:30][N:29]=[CH:28][N:27]=3)(=[O:24])=[O:23])=[C:17]([F:43])[CH:16]=2)=[CH:6][CH:5]=[CH:4][N:3]=1.C([SiH](CC)CC)C.FC(F)(F)C(O)=O, predict the reaction product. The product is: [NH2:1][C:2]1[C:7]([C@H:8]2[CH2:13][CH2:12][CH2:11][CH2:10][C@@H:9]2[O:14][C:15]2[C:20]([F:21])=[CH:19][C:18]([S:22]([NH:25][C:26]3[CH:31]=[CH:30][N:29]=[CH:28][N:27]=3)(=[O:23])=[O:24])=[C:17]([F:43])[CH:16]=2)=[CH:6][CH:5]=[CH:4][N:3]=1. (5) Given the reactants [H-].[Al+3].[Li+].[H-].[H-].[H-].[CH3:7][C:8]1[C:12]2[CH:13]=[CH:14][CH:15]=[CH:16][C:11]=2[S:10][C:9]=1[C:17](OC)=[O:18].[Cl-].[NH4+], predict the reaction product. The product is: [CH3:7][C:8]1[C:12]2[CH:13]=[CH:14][CH:15]=[CH:16][C:11]=2[S:10][C:9]=1[CH2:17][OH:18]. (6) Given the reactants [CH3:1][O:2][C:3]1[CH:4]=[C:5]([CH:8]=[C:9]([O:13][CH3:14])[C:10]=1[O:11][CH3:12])[CH:6]=O.C([CH2:18][S:19]([CH2:22][S:23]([CH2:26][C:27](O)=O)(=[O:25])=[O:24])(=[O:21])=[O:20])(O)=O, predict the reaction product. The product is: [CH3:1][O:2][C:3]1[CH:4]=[C:5]([CH:8]=[C:9]([O:13][CH3:14])[C:10]=1[O:11][CH3:12])/[CH:6]=[CH:18]/[S:19]([CH2:22][S:23](/[CH:26]=[CH:27]/[C:5]1[CH:8]=[C:9]([O:13][CH3:14])[C:10]([O:11][CH3:12])=[C:3]([O:2][CH3:1])[CH:4]=1)(=[O:24])=[O:25])(=[O:20])=[O:21]. (7) Given the reactants [H-].[Na+].[F:3][C:4]1[C:5]([CH2:16][N:17]([CH3:25])[C:18](=[O:24])[O:19][C:20]([CH3:23])([CH3:22])[CH3:21])=[CH:6][NH:7][C:8]=1[C:9]1[C:10]([F:15])=[N:11][CH:12]=[CH:13][CH:14]=1.C1OCCOCCOCCOCCOC1.[CH3:41][C:42]1[O:46][C:45]([C:47]2[CH:48]=[C:49]([S:53](Cl)(=[O:55])=[O:54])[CH:50]=[CH:51][CH:52]=2)=[N:44][N:43]=1, predict the reaction product. The product is: [F:3][C:4]1[C:5]([CH2:16][N:17]([CH3:25])[C:18](=[O:24])[O:19][C:20]([CH3:21])([CH3:22])[CH3:23])=[CH:6][N:7]([S:53]([C:49]2[CH:50]=[CH:51][CH:52]=[C:47]([C:45]3[O:46][C:42]([CH3:41])=[N:43][N:44]=3)[CH:48]=2)(=[O:55])=[O:54])[C:8]=1[C:9]1[C:10]([F:15])=[N:11][CH:12]=[CH:13][CH:14]=1.